This data is from CYP3A4 inhibition data for predicting drug metabolism from PubChem BioAssay. The task is: Regression/Classification. Given a drug SMILES string, predict its absorption, distribution, metabolism, or excretion properties. Task type varies by dataset: regression for continuous measurements (e.g., permeability, clearance, half-life) or binary classification for categorical outcomes (e.g., BBB penetration, CYP inhibition). Dataset: cyp3a4_veith. (1) The molecule is CC(C)(C)c1ccc(CN2CCN([C@H](c3ccccc3)c3ccc(Cl)cc3)CC2)cc1. The result is 0 (non-inhibitor). (2) The molecule is CCC(=O)Nc1ccc(S(=O)(=O)N2CCN(c3ccc(F)cc3)CC2)cc1. The result is 1 (inhibitor).